This data is from Full USPTO retrosynthesis dataset with 1.9M reactions from patents (1976-2016). The task is: Predict the reactants needed to synthesize the given product. (1) Given the product [C:10]([C:14]1[CH:19]=[CH:18][C:17]([NH:20][C:21]2[C:22]3[CH2:37][CH2:36][N:35]([C:39]4[C:44]([Cl:45])=[CH:43][CH:42]=[CH:41][N:40]=4)[CH2:34][C:23]=3[N:24]=[C:25]([CH2:27][N:28]3[CH2:29][CH2:30][O:31][CH2:32][CH2:33]3)[N:26]=2)=[CH:16][CH:15]=1)([CH3:13])([CH3:11])[CH3:12], predict the reactants needed to synthesize it. The reactants are: C(N(C(C)C)CC)(C)C.[C:10]([C:14]1[CH:19]=[CH:18][C:17]([NH:20][C:21]2[C:22]3[CH2:37][CH2:36][NH:35][CH2:34][C:23]=3[N:24]=[C:25]([CH2:27][N:28]3[CH2:33][CH2:32][O:31][CH2:30][CH2:29]3)[N:26]=2)=[CH:16][CH:15]=1)([CH3:13])([CH3:12])[CH3:11].Cl[C:39]1[C:44]([Cl:45])=[CH:43][CH:42]=[CH:41][N:40]=1. (2) The reactants are: N[C:2]1[C:7]([C:8]#[N:9])=[C:6]([C:10]2[CH:15]=[CH:14][C:13]([O:16][CH2:17][CH2:18][OH:19])=[CH:12][CH:11]=2)[C:5]([C:20]#[N:21])=[C:4]([S:22][CH2:23][C:24]2[N:25]=[C:26]([C:29]3[CH:34]=[CH:33][C:32]([Cl:35])=[CH:31][CH:30]=3)[S:27][CH:28]=2)[N:3]=1.N(OCCC(C)C)=O.[ClH:44]. Given the product [Cl:44][C:2]1[C:7]([C:8]#[N:9])=[C:6]([C:10]2[CH:11]=[CH:12][C:13]([O:16][CH2:17][CH2:18][OH:19])=[CH:14][CH:15]=2)[C:5]([C:20]#[N:21])=[C:4]([S:22][CH2:23][C:24]2[N:25]=[C:26]([C:29]3[CH:30]=[CH:31][C:32]([Cl:35])=[CH:33][CH:34]=3)[S:27][CH:28]=2)[N:3]=1, predict the reactants needed to synthesize it. (3) Given the product [C@@H:1]12[CH2:7][C@@H:4]([CH2:5][CH2:6]1)[CH2:3][C@H:2]2[N:8]1[CH2:9][CH2:10][CH:11]([C:14]2[CH:19]=[CH:18][CH:17]=[CH:16][C:15]=2[O:20][CH2:28][C:29](=[O:31])[CH3:30])[CH2:12][CH2:13]1, predict the reactants needed to synthesize it. The reactants are: [C@@H:1]12[CH2:7][C@@H:4]([CH2:5][CH2:6]1)[CH2:3][C@H:2]2[N:8]1[CH2:13][CH2:12][CH:11]([C:14]2[CH:19]=[CH:18][CH:17]=[CH:16][C:15]=2[OH:20])[CH2:10][CH2:9]1.C([O-])([O-])=O.[K+].[K+].Cl[CH2:28][C:29](=[O:31])[CH3:30].N[C@H](C(O)=O)CC1C=C2C(C=CC=C2)=CC=1. (4) Given the product [ClH:19].[NH2:11][C@@H:9]([CH3:10])[CH2:8][O:7][C:1](=[O:6])[C:2]([CH3:4])([CH3:3])[CH3:5], predict the reactants needed to synthesize it. The reactants are: [C:1]([O:7][CH2:8][C@@H:9]([NH:11]C(OC(C)(C)C)=O)[CH3:10])(=[O:6])[C:2]([CH3:5])([CH3:4])[CH3:3].[ClH:19].O1CCOCC1. (5) Given the product [OH:11][C:7]1[C:8](=[O:10])[CH:9]=[C:4]([CH:2]([OH:1])[CH3:3])[N:5]([C:21]2[CH:26]=[CH:25][CH:24]=[C:23]([C:27]3[C:36]4[C:31](=[CH:32][CH:33]=[CH:34][CH:35]=4)[CH:30]=[N:29][CH:28]=3)[CH:22]=2)[CH:6]=1, predict the reactants needed to synthesize it. The reactants are: [OH:1][CH:2]([C:4]1[N:5]([C:21]2[CH:26]=[CH:25][CH:24]=[C:23]([C:27]3[C:36]4[C:31](=[CH:32][CH:33]=[CH:34][CH:35]=4)[CH:30]=[N:29][CH:28]=3)[CH:22]=2)[CH:6]=[C:7]([O:11]CC2C=CC(OC)=CC=2)[C:8](=[O:10])[CH:9]=1)[CH3:3].FC(F)(F)C(O)=O. (6) Given the product [CH2:1]([N:8]1[CH2:14][C:13]2[N:15]=[CH:16][C:17]([N:23]3[CH2:24][CH2:25][O:26][CH2:27][C@H:22]3[CH2:20][CH3:21])=[N:18][C:12]=2[O:11][CH2:10][CH2:9]1)[C:2]1[CH:7]=[CH:6][CH:5]=[CH:4][CH:3]=1, predict the reactants needed to synthesize it. The reactants are: [CH2:1]([N:8]1[CH2:14][C:13]2[N:15]=[CH:16][C:17](Cl)=[N:18][C:12]=2[O:11][CH2:10][CH2:9]1)[C:2]1[CH:7]=[CH:6][CH:5]=[CH:4][CH:3]=1.[CH2:20]([C@@H:22]1[CH2:27][O:26][CH2:25][CH2:24][NH:23]1)[CH3:21].CC(C1C=C(C(C)C)C(C2C=CC=CC=2P(C2CCCCC2)C2CCCCC2)=C(C(C)C)C=1)C.CC(C)([O-])C.[Na+].